This data is from NCI-60 drug combinations with 297,098 pairs across 59 cell lines. The task is: Regression. Given two drug SMILES strings and cell line genomic features, predict the synergy score measuring deviation from expected non-interaction effect. (1) Drug 1: CC1C(C(CC(O1)OC2CC(OC(C2O)C)OC3=CC4=CC5=C(C(=O)C(C(C5)C(C(=O)C(C(C)O)O)OC)OC6CC(C(C(O6)C)O)OC7CC(C(C(O7)C)O)OC8CC(C(C(O8)C)O)(C)O)C(=C4C(=C3C)O)O)O)O. Drug 2: CN(C(=O)NC(C=O)C(C(C(CO)O)O)O)N=O. Cell line: SF-268. Synergy scores: CSS=7.14, Synergy_ZIP=-1.54, Synergy_Bliss=-2.55, Synergy_Loewe=-46.4, Synergy_HSA=-1.14. (2) Drug 1: C1=NC2=C(N=C(N=C2N1C3C(C(C(O3)CO)O)F)Cl)N. Drug 2: C1=NC(=NC(=O)N1C2C(C(C(O2)CO)O)O)N. Cell line: KM12. Synergy scores: CSS=23.4, Synergy_ZIP=10.5, Synergy_Bliss=12.5, Synergy_Loewe=10.7, Synergy_HSA=12.0. (3) Drug 1: C1=C(C(=O)NC(=O)N1)N(CCCl)CCCl. Drug 2: CC1=C(N=C(N=C1N)C(CC(=O)N)NCC(C(=O)N)N)C(=O)NC(C(C2=CN=CN2)OC3C(C(C(C(O3)CO)O)O)OC4C(C(C(C(O4)CO)O)OC(=O)N)O)C(=O)NC(C)C(C(C)C(=O)NC(C(C)O)C(=O)NCCC5=NC(=CS5)C6=NC(=CS6)C(=O)NCCC[S+](C)C)O. Cell line: HT29. Synergy scores: CSS=24.9, Synergy_ZIP=3.51, Synergy_Bliss=4.30, Synergy_Loewe=2.71, Synergy_HSA=3.11. (4) Drug 1: CN1CCC(CC1)COC2=C(C=C3C(=C2)N=CN=C3NC4=C(C=C(C=C4)Br)F)OC. Drug 2: CC1=CC2C(CCC3(C2CCC3(C(=O)C)OC(=O)C)C)C4(C1=CC(=O)CC4)C. Cell line: OVCAR-4. Synergy scores: CSS=6.63, Synergy_ZIP=-2.91, Synergy_Bliss=-1.11, Synergy_Loewe=-6.95, Synergy_HSA=-0.693.